Dataset: Full USPTO retrosynthesis dataset with 1.9M reactions from patents (1976-2016). Task: Predict the reactants needed to synthesize the given product. Given the product [CH3:23][O:22][CH2:21][C:20]1[NH:15][C:13](=[O:14])[C:12]([C:10]2[N:11]=[C:7]([C:4]3[CH:5]=[CH:6][N:1]=[CH:2][CH:3]=3)[S:8][CH:9]=2)=[CH:18][CH:19]=1, predict the reactants needed to synthesize it. The reactants are: [N:1]1[CH:6]=[CH:5][C:4]([C:7]2[S:8][CH:9]=[C:10]([CH2:12][C:13]([NH2:15])=[O:14])[N:11]=2)=[CH:3][CH:2]=1.CN(C)[CH:18]=[CH:19][C:20](=O)[CH2:21][O:22][CH3:23].[H-].[Na+].Cl.